Regression/Classification. Given a drug SMILES string, predict its absorption, distribution, metabolism, or excretion properties. Task type varies by dataset: regression for continuous measurements (e.g., permeability, clearance, half-life) or binary classification for categorical outcomes (e.g., BBB penetration, CYP inhibition). For this dataset (clearance_hepatocyte_az), we predict log10(clearance) (log10 of the in vitro intrinsic clearance, CLint, in uL/min per 10^6 hepatocytes; values are censored to the assay range of 3 to 150, which is 0.477 to 2.18 on this log10 scale). From a dataset of Hepatocyte clearance measurements from AstraZeneca. (1) The compound is CC(C)(N)C(=O)N[C@H](COCc1ccccc1)C(=O)N1CCC2(CC1)CN(S(C)(=O)=O)c1ccccc12. The log10(clearance) is 1.16. (2) The drug is COc1ccc(-c2ccc3c(N4CCOC[C@@H]4C)nc(N4CCOC[C@@H]4C)nc3n2)cc1C(=O)N(C)C. The log10(clearance) is 0.630. (3) The compound is CC(=O)c1cc2ccc(O)cc2oc1=O. The log10(clearance) is 2.18. (4) The log10(clearance) is 0.480. The molecule is CCCS(=O)(=O)N1N=Cc2cc(Cl)ccc2B1O. (5) The drug is Cc1cc(OC2CCN(CC3CCN([C@@](C)(Cc4ccc(F)cc4)C(=O)O)CC3)CC2)ccc1Cl. The log10(clearance) is 0.480. (6) The molecule is COC(=O)C1=C(C)NC(C)=C(C(=O)OC)C1c1ccccc1[N+](=O)[O-]. The log10(clearance) is 2.18. (7) The molecule is c1ccc(Nc2nc3c(s2)CCCc2n[nH]cc2-3)nc1. The log10(clearance) is 1.56. (8) The drug is CCO/N=C/c1ccc(OCCC2CCN(c3ccc(C)nn3)CC2)cc1. The log10(clearance) is 1.41. (9) The molecule is Cc1ccc(F)cc1S(=O)(=O)N[C@@H]1CCN(Cc2ccc(-c3ccccc3)cc2)C1. The log10(clearance) is 2.18.